The task is: Predict the reaction yield, written as a fraction of the theoretical maximum amount of product (1.0 means a 100% yield; for example, 0.34 means a 34% yield).. This data is from Reaction yield outcomes from USPTO patents with 853,638 reactions. (1) The reactants are O.[OH-].[Li+].[CH2:4]([O:11][CH:12]([CH:18]([C:25]1[CH:30]=[CH:29][CH:28]=[CH:27][CH:26]=1)[C:19]1[CH:24]=[CH:23][CH:22]=[CH:21][CH:20]=1)[C:13]([O:15]CC)=[O:14])[C:5]1[CH:10]=[CH:9][CH:8]=[CH:7][CH:6]=1.Cl.NC1C=CC=C(F)C=1CC[C@@H]1N(S(C2C=CC=CC=2)(=O)=O)CCN(C(OC(C)(C)C)=O)C1. The catalyst is C1COCC1.CO.O. The product is [CH2:4]([O:11][CH:12]([CH:18]([C:25]1[CH:30]=[CH:29][CH:28]=[CH:27][CH:26]=1)[C:19]1[CH:20]=[CH:21][CH:22]=[CH:23][CH:24]=1)[C:13]([OH:15])=[O:14])[C:5]1[CH:6]=[CH:7][CH:8]=[CH:9][CH:10]=1. The yield is 0.990. (2) The reactants are [CH3:1][C:2]([CH3:11])=[CH:3][C:4]1[S:8][C:7]([C:9]#[N:10])=[CH:6][CH:5]=1.[H-].[Al+3].[Li+].[H-].[H-].[H-].O.[OH-].[Na+]. The catalyst is O1CCCC1. The product is [CH3:1][C:2]([CH3:11])=[CH:3][C:4]1[S:8][C:7]([CH2:9][NH2:10])=[CH:6][CH:5]=1. The yield is 0.911. (3) The reactants are [F:1][C:2]1[CH:3]=[C:4]2[C:8](=[CH:9][CH:10]=1)[NH:7][C:6](=[O:11])[C:5]2=[O:12].[H-].[Na+].[CH3:15][O:16][C:17]1[CH:24]=[CH:23][C:20]([CH2:21]Cl)=[CH:19][CH:18]=1. The catalyst is CN(C=O)C. The product is [F:1][C:2]1[CH:3]=[C:4]2[C:8](=[CH:9][CH:10]=1)[N:7]([CH2:21][C:20]1[CH:23]=[CH:24][C:17]([O:16][CH3:15])=[CH:18][CH:19]=1)[C:6](=[O:11])[C:5]2=[O:12]. The yield is 0.820. (4) The reactants are N1CCCCC1.C(=O)[C:8]1[CH:13]=[CH:12][CH:11]=[CH:10][CH:9]=1.[C:15]([CH2:18][C:19]([NH:21][C:22]1[CH:30]=[CH:29][CH:28]=[CH:27][C:23]=1[C:24]([OH:26])=[O:25])=[O:20])(O)=O.Cl. The catalyst is C1(C)C=CC=CC=1. The product is [O:20]=[C:19]([NH:21][C:22]1[CH:30]=[CH:29][CH:28]=[CH:27][C:23]=1[C:24]([OH:26])=[O:25])/[CH:18]=[CH:15]/[C:8]1[CH:13]=[CH:12][CH:11]=[CH:10][CH:9]=1. The yield is 0.960. (5) The reactants are [Na].[CH2:2]([O:4][CH:5]([O:11][CH2:12][CH3:13])[C:6]([O:8]CC)=O)[CH3:3].C(O)C.Cl.[C:18]([O:21][CH2:22][CH3:23])(=[O:20])[CH3:19]. The catalyst is O. The product is [CH2:12]([O:11][CH:5]([O:4][CH2:2][CH3:3])[C:6](=[O:8])[CH2:19][C:18]([O:21][CH2:22][CH3:23])=[O:20])[CH3:13]. The yield is 0.930. (6) No catalyst specified. The yield is 0.230. The product is [C:1]1([C@@H:7]([NH:9][C:10]2[N:15]=[C:14]([N:16]3[C:20]4[CH:21]=[CH:22][C:23]([NH:25][C:27](=[O:34])[C:28]5[CH:33]=[CH:32][N:31]=[CH:30][CH:29]=5)=[CH:24][C:19]=4[N:18]=[CH:17]3)[CH:13]=[N:12][CH:11]=2)[CH3:8])[CH:6]=[CH:5][CH:4]=[CH:3][CH:2]=1. The reactants are [C:1]1([C@@H:7]([NH:9][C:10]2[N:15]=[C:14]([N:16]3[C:20]4[CH:21]=[CH:22][C:23]([NH2:25])=[CH:24][C:19]=4[N:18]=[CH:17]3)[CH:13]=[N:12][CH:11]=2)[CH3:8])[CH:6]=[CH:5][CH:4]=[CH:3][CH:2]=1.Cl.[C:27](Cl)(=[O:34])[C:28]1[CH:33]=[CH:32][N:31]=[CH:30][CH:29]=1. (7) The reactants are [NH2:1][C@H:2]1[CH2:7][CH2:6][C@H:5]([C:8](OCC)=[O:9])[CH2:4][CH2:3]1.[H-].[Al+3].[Li+].[H-].[H-].[H-]. The catalyst is O1CCCC1. The product is [NH2:1][C@H:2]1[CH2:7][CH2:6][C@H:5]([CH2:8][OH:9])[CH2:4][CH2:3]1. The yield is 0.990. (8) The reactants are [Cl:1][C:2]1[CH:7]=[CH:6][CH:5]=[C:4]([N+]([O-])=O)[C:3]=1[C:11]1[S:12][C:13]2[CH:14]=[N:15][CH:16]=[C:17]([F:20])[C:18]=2[N:19]=1.ClC1C=CC=C([N+]([O-])=O)C=1C(Cl)=[N:25][C:26]1[C:31](F)=[CH:30][N:29]=[CH:28][C:27]=1F.[NH2:42][C:43](N)=S.[N:46]1C=CC=CC=1.CCN(CC)CC. The catalyst is C(O)(C)C. The product is [Cl:1][C:2]1[C:3]([C:11]2[S:12][C:13]3[C:14]([NH:46][C:30]4[CH:31]=[C:26]([CH3:27])[N:25]=[CH:28][N:29]=4)=[N:15][CH:16]=[C:17]([F:20])[C:18]=3[N:19]=2)=[C:4]([CH:5]=[CH:6][CH:7]=1)[C:43]#[N:42]. The yield is 0.500.